From a dataset of Reaction yield outcomes from USPTO patents with 853,638 reactions. Predict the reaction yield, written as a fraction of the theoretical maximum amount of product (1.0 means a 100% yield; for example, 0.34 means a 34% yield). (1) The reactants are [CH2:1]([O:8][C:9]([NH:11][C:12]1[CH:20]=[C:19]2[C:15]([C:16]3[C:24]([C:25]4[CH:30]=[CH:29][CH:28]=[CH:27][C:26]=4[F:31])=[CH:23][N:22]=[C:21]([C:32]([O:34]CC)=[O:33])[C:17]=3[NH:18]2)=[CH:14][CH:13]=1)=[O:10])[C:2]1[CH:7]=[CH:6][CH:5]=[CH:4][CH:3]=1.O.[OH-].[Li+]. The catalyst is O1CCCC1.CO.O. The product is [CH2:1]([O:8][C:9]([NH:11][C:12]1[CH:20]=[C:19]2[C:15]([C:16]3[C:24]([C:25]4[CH:30]=[CH:29][CH:28]=[CH:27][C:26]=4[F:31])=[CH:23][N:22]=[C:21]([C:32]([OH:34])=[O:33])[C:17]=3[NH:18]2)=[CH:14][CH:13]=1)=[O:10])[C:2]1[CH:7]=[CH:6][CH:5]=[CH:4][CH:3]=1. The yield is 0.950. (2) The reactants are [C:1]([N-:5][O:6][SiH:7]([CH3:9])[CH3:8])([CH3:4])([CH3:3])[CH3:2].[NH:10]1[CH2:17][CH2:16][CH2:15][C@H:11]1[C:12]([OH:14])=[O:13].OCCCCCC(O)=O.C(Cl)CCl.ON1C2C=CC=CC=2N=N1.C(N(CC)CC)C. The catalyst is ClCCl.CO. The product is [OH:6][NH-:5].[C:1]([N-:5][O:6][SiH:7]([CH3:9])[CH3:8])([CH3:4])([CH3:3])[CH3:2].[NH:10]1[CH2:17][CH2:16][CH2:15][C@H:11]1[C:12]([OH:14])=[O:13]. The yield is 0.920.